The task is: Predict the product of the given reaction.. This data is from Forward reaction prediction with 1.9M reactions from USPTO patents (1976-2016). (1) The product is: [CH3:14][N:12]1[CH:13]=[C:9]([C:5]2[N:4]=[C:3]3[N:15]([CH2:16][C:17]4[CH:18]=[C:19]5[C:24](=[CH:25][CH:26]=4)[N:23]=[CH:22][CH:21]=[CH:20]5)[N:31]=[N:1][C:2]3=[C:7]([OH:8])[CH:6]=2)[CH:10]=[N:11]1. Given the reactants [NH2:1][C:2]1[C:3]([NH:15][CH2:16][C:17]2[CH:18]=[C:19]3[C:24](=[CH:25][CH:26]=2)[N:23]=[CH:22][CH:21]=[CH:20]3)=[N:4][C:5]([C:9]2[CH:10]=[N:11][N:12]([CH3:14])[CH:13]=2)=[CH:6][C:7]=1[OH:8].C(O)(=O)C.[N:31]([O-])=O.[Na+].[OH-].[Na+], predict the reaction product. (2) Given the reactants [CH3:1][NH:2][C:3]1[CH:8]=[CH:7][CH:6]=[CH:5][CH:4]=1.C(N(CC)CC)C.[Br:16][C:17]([F:22])([F:21])[C:18](Cl)=[O:19], predict the reaction product. The product is: [Br:16][C:17]([F:22])([F:21])[C:18]([N:2]([CH3:1])[C:3]1[CH:8]=[CH:7][CH:6]=[CH:5][CH:4]=1)=[O:19]. (3) The product is: [C:30]([C:26]1[CH:25]=[C:24]2[C:29](=[CH:28][CH:27]=1)[N:21]([C:17]1[N:18]=[CH:19][N:20]=[C:15]([O:14][CH:11]3[CH2:12][CH2:13][N:8]([C:6]([O:5][C:1]([CH3:3])([CH3:2])[CH3:4])=[O:7])[CH2:9][CH:10]3[F:34])[C:16]=1[CH3:33])[CH2:22][CH2:23]2)(=[O:31])[NH2:47]. Given the reactants [C:1]([O:5][C:6]([N:8]1[CH2:13][CH2:12][CH:11]([O:14][C:15]2[N:20]=[CH:19][N:18]=[C:17]([N:21]3[C:29]4[C:24](=[CH:25][C:26]([C:30](O)=[O:31])=[CH:27][CH:28]=4)[CH2:23][CH2:22]3)[C:16]=2[CH3:33])[CH:10]([F:34])[CH2:9]1)=[O:7])([CH3:4])([CH3:3])[CH3:2].C(=O)(OC(C)(C)C)OC(C)(C)C.[N:47]1C=CC=CC=1.C(=O)([O-])O.[NH4+], predict the reaction product. (4) Given the reactants [F:1][C:2]1[CH:3]=[CH:4][C:5]([OH:10])=[C:6]([CH:9]=1)[CH:7]=O.[S:11]1[CH2:17][C:15](=[O:16])[NH:14][C:12]1=S.[NH:18]1[CH2:22][CH2:21][C@H:20]([OH:23])[CH2:19]1, predict the reaction product. The product is: [F:1][C:2]1[CH:3]=[CH:4][C:5]([OH:10])=[C:6](/[CH:7]=[C:17]2/[C:15](=[O:16])[N:14]=[C:12]([N:18]3[CH2:22][CH2:21][C@H:20]([OH:23])[CH2:19]3)[S:11]/2)[CH:9]=1. (5) Given the reactants [NH:1]1[CH:5]=[C:4]([C:6]2[C:7]([NH2:13])=[N:8][C:9]([NH2:12])=[CH:10][CH:11]=2)[CH:3]=[N:2]1.[H-].[Na+].Cl[CH2:17][C:18]1[CH:31]=[CH:30][C:21]([CH2:22][O:23][C:24]2[CH:29]=[CH:28][CH:27]=[CH:26][N:25]=2)=[CH:20][CH:19]=1, predict the reaction product. The product is: [N:25]1[CH:26]=[CH:27][CH:28]=[CH:29][C:24]=1[O:23][CH2:22][C:21]1[CH:20]=[CH:19][C:18]([CH2:17][N:1]2[CH:5]=[C:4]([C:6]3[C:7]([NH2:13])=[N:8][C:9]([NH2:12])=[CH:10][CH:11]=3)[CH:3]=[N:2]2)=[CH:31][CH:30]=1.